Dataset: Full USPTO retrosynthesis dataset with 1.9M reactions from patents (1976-2016). Task: Predict the reactants needed to synthesize the given product. The reactants are: [F:1][C:2]1[CH:7]=[CH:6][C:5]([C:8]2[C:12]([C:13]3[CH:18]=[CH:17][N:16]=[C:15]([NH:19][CH2:20][C:21]([F:24])([F:23])[F:22])[CH:14]=3)=[CH:11][N:10]([C:25]3[CH:30]=[CH:29][C:28](=[O:31])[NH:27][N:26]=3)[N:9]=2)=[CH:4][CH:3]=1.NC1C=C(C2C(C3C=CC=CC=3)=NN(C3C=CC(=O)NN=3)C=2)C=CN=1. Given the product [F:1][C:2]1[CH:3]=[CH:4][C:5]([C:8]2[C:12]([C:13]3[CH:18]=[CH:17][N:16]=[C:15]([NH:19][CH2:20][C:21]([F:23])([F:22])[F:24])[CH:14]=3)=[CH:11][N:10]([C:25]3[CH2:30][CH2:29][C:28](=[O:31])[NH:27][N:26]=3)[N:9]=2)=[CH:6][CH:7]=1, predict the reactants needed to synthesize it.